From a dataset of Catalyst prediction with 721,799 reactions and 888 catalyst types from USPTO. Predict which catalyst facilitates the given reaction. (1) Reactant: [OH-].[Na+].[C:3]1([C:9]2[N:14]3[CH:15]=[C:16]([CH2:18][O:19][C:20]4[CH:41]=[CH:40][C:23]([CH2:24][O:25]/[N:26]=[C:27](/[C:34]5[CH:39]=[CH:38][CH:37]=[CH:36][CH:35]=5)\[CH2:28][CH2:29][C:30]([O:32]C)=[O:31])=[CH:22][CH:21]=4)[N:17]=[C:13]3[CH:12]=[CH:11][CH:10]=2)[CH:8]=[CH:7][CH:6]=[CH:5][CH:4]=1.CO.Cl. Product: [C:3]1([C:9]2[N:14]3[CH:15]=[C:16]([CH2:18][O:19][C:20]4[CH:21]=[CH:22][C:23]([CH2:24][O:25]/[N:26]=[C:27](/[C:34]5[CH:35]=[CH:36][CH:37]=[CH:38][CH:39]=5)\[CH2:28][CH2:29][C:30]([OH:32])=[O:31])=[CH:40][CH:41]=4)[N:17]=[C:13]3[CH:12]=[CH:11][CH:10]=2)[CH:4]=[CH:5][CH:6]=[CH:7][CH:8]=1. The catalyst class is: 7. (2) Reactant: [H-].[Na+].Cl[C:4]1[C:13]2[C:8](=[CH:9][CH:10]=[CH:11][CH:12]=2)[C:7]([N+:14]([O-:16])=[O:15])=[CH:6][N:5]=1.[C:17]([O:21][C:22]([N:24]1[CH2:29][CH2:28][CH:27]([OH:30])[CH2:26][CH2:25]1)=[O:23])([CH3:20])([CH3:19])[CH3:18].Cl. Product: [C:17]([O:21][C:22]([N:24]1[CH2:29][CH2:28][CH:27]([O:30][C:4]2[C:13]3[C:8](=[CH:9][CH:10]=[CH:11][CH:12]=3)[C:7]([N+:14]([O-:16])=[O:15])=[CH:6][N:5]=2)[CH2:26][CH2:25]1)=[O:23])([CH3:20])([CH3:18])[CH3:19]. The catalyst class is: 20.